The task is: Predict hERG channel inhibition at various concentrations.. This data is from hERG Central: cardiac toxicity at 1µM, 10µM, and general inhibition. (1) The drug is CCCc1ccc2oc(C(=O)N3CCN(C4CCS(=O)(=O)C4)CC3)c(C)c2c1. Results: hERG_inhib (hERG inhibition (general)): blocker. (2) Results: hERG_inhib (hERG inhibition (general)): blocker. The molecule is CC(C)c1ccc2nc(NC(=O)C3CC3)sc2c1. (3) Results: hERG_inhib (hERG inhibition (general)): blocker. The drug is O=C(CSc1nc2c(c(=O)n1-c1ccccc1)SCC2)N1CCN(c2ccccc2)CC1. (4) The molecule is O=C(CSc1nc2ccccc2c(=O)n1Cc1ccc(Cl)cc1)NCc1cccs1. Results: hERG_inhib (hERG inhibition (general)): blocker. (5) The compound is Cc1nc2nc(C)c(CCC(=O)N3CCN(c4ccccc4)CC3)c(C)n2n1. Results: hERG_inhib (hERG inhibition (general)): blocker.